From a dataset of Catalyst prediction with 721,799 reactions and 888 catalyst types from USPTO. Predict which catalyst facilitates the given reaction. (1) Reactant: [NH2:1][C:2]1[CH:18]=[CH:17][C:16]([Br:19])=[CH:15][C:3]=1[O:4][CH2:5][C:6]([C:8]1[CH:13]=[CH:12][CH:11]=[CH:10][C:9]=1[Cl:14])=O.C(O[BH-](OC(=O)C)OC(=O)C)(=O)C.[Na+].C(O)(C(F)(F)F)=O. Product: [Br:19][C:16]1[CH:17]=[CH:18][C:2]2[NH:1][CH:6]([C:8]3[CH:13]=[CH:12][CH:11]=[CH:10][C:9]=3[Cl:14])[CH2:5][O:4][C:3]=2[CH:15]=1. The catalyst class is: 2. (2) Reactant: I[CH2:2][CH2:3][CH2:4][CH:5]1[CH2:9][C:8](=[O:10])[CH:7]=[C:6]1[C:11]1[CH:16]=[CH:15][C:14]([O:17][CH3:18])=[CH:13][CH:12]=1.C[Si](Cl)(C)C.CCN(CC)CC. Product: [CH3:18][O:17][C:14]1[CH:15]=[CH:16][C:11]([C:6]2[CH:5]3[CH:9]([CH2:2][CH2:3][CH2:4]3)[C:8](=[O:10])[CH:7]=2)=[CH:12][CH:13]=1. The catalyst class is: 10. (3) Reactant: CC1(C)C[O:6][C:5]([CH2:14][S:15][C@H:16]2[C:19](=[O:20])[N:18]([C:21]3[CH:26]=[CH:25][CH:24]=[CH:23][CH:22]=3)[C@@H:17]2[C:27]2[CH:37]=[CH:36][C:30]([O:31][CH2:32][C:33]([OH:35])=O)=[CH:29][CH:28]=2)([C:8]2[CH:13]=[CH:12][CH:11]=[CH:10][CH:9]=2)OC1.CN1CCOCC1.Cl.[NH2:47][CH2:48][C:49]([NH:51][C@@H:52]([C:56]([O:58]C(C)(C)C)=[O:57])[CH:53]([CH3:55])[CH3:54])=[O:50].CN(C(ON1N=NC2C=CC=CC1=2)=[N+](C)C)C.[B-](F)(F)(F)F.[BH4-].[Na+]. Product: [OH:6][CH:5]([C:8]1[CH:13]=[CH:12][CH:11]=[CH:10][CH:9]=1)[CH2:14][S:15][C@H:16]1[C:19](=[O:20])[N:18]([C:21]2[CH:26]=[CH:25][CH:24]=[CH:23][CH:22]=2)[C@@H:17]1[C:27]1[CH:37]=[CH:36][C:30]([O:31][CH2:32][C:33]([NH:47][CH2:48][C:49]([NH:51][C@@H:52]([C:56]([OH:58])=[O:57])[CH:53]([CH3:54])[CH3:55])=[O:50])=[O:35])=[CH:29][CH:28]=1. The catalyst class is: 2. (4) Reactant: Br[C:2]1[CH:17]=[CH:16][C:5]2[N:6]=[C:7]([O:9][CH:10]3[CH2:15][CH2:14][NH:13][CH2:12][CH2:11]3)[S:8][C:4]=2[CH:3]=1.CC1(C)C(C)(C)OB([C:26]2[CH2:31][CH2:30][N:29]([C:32]([O:34][C:35]([CH3:38])([CH3:37])[CH3:36])=[O:33])[CH2:28][CH:27]=2)O1.C(=O)([O-])[O-].[K+].[K+]. Product: [NH:13]1[CH2:14][CH2:15][CH:10]([O:9][C:7]2[S:8][C:4]3[CH:3]=[C:2]([C:26]4[CH2:31][CH2:30][N:29]([C:32]([O:34][C:35]([CH3:38])([CH3:37])[CH3:36])=[O:33])[CH2:28][CH:27]=4)[CH:17]=[CH:16][C:5]=3[N:6]=2)[CH2:11][CH2:12]1. The catalyst class is: 70. (5) Reactant: Cl.[CH3:2][O:3][CH2:4][CH2:5][NH:6][C:7]([C:9]1[CH:17]=[CH:16][C:15]2[C:11](=[CH:12][N:13]([CH2:18][CH:19]3[CH2:24][CH2:23][NH:22][CH2:21][CH2:20]3)[N:14]=2)[C:10]=1[CH3:25])=[O:8].[F:26][C:27]([F:39])([F:38])[O:28][C:29]1[CH:37]=[CH:36][C:32]([C:33](Cl)=[O:34])=[CH:31][CH:30]=1.C1(C)C=CC=CC=1. Product: [CH3:2][O:3][CH2:4][CH2:5][NH:6][C:7]([C:9]1[CH:17]=[CH:16][C:15]2[C:11](=[CH:12][N:13]([CH2:18][CH:19]3[CH2:20][CH2:21][N:22]([C:33](=[O:34])[C:32]4[CH:36]=[CH:37][C:29]([O:28][C:27]([F:26])([F:38])[F:39])=[CH:30][CH:31]=4)[CH2:23][CH2:24]3)[N:14]=2)[C:10]=1[CH3:25])=[O:8]. The catalyst class is: 17. (6) Reactant: [NH:1]1[C:9]2[C:4](=[C:5]([CH2:10][OH:11])[CH:6]=[CH:7][CH:8]=2)[CH:3]=[CH:2]1. Product: [NH:1]1[C:9]2[CH:8]=[CH:7][CH:6]=[C:5]([CH:10]=[O:11])[C:4]=2[CH:3]=[CH:2]1. The catalyst class is: 742. (7) Reactant: [CH3:1][C:2]1([CH3:17])[C:13]2[C:14]3[N:5]([C:6](=[O:16])[C:7](=[O:15])[NH:8][C:9]=3[CH:10]=[CH:11][CH:12]=2)[CH2:4][CH2:3]1.C(=O)([O-])[O-].[Cs+].[Cs+].Br[CH2:25][CH2:26][C@H:27]([CH3:34])[CH2:28][CH2:29][CH:30]=[C:31]([CH3:33])[CH3:32].O. Product: [CH3:34][C@H:27]([CH2:28][CH2:29][CH:30]=[C:31]([CH3:33])[CH3:32])[CH2:26][CH2:25][N:8]1[C:9]2[CH:10]=[CH:11][CH:12]=[C:13]3[C:2]([CH3:17])([CH3:1])[CH2:3][CH2:4][N:5]([C:14]=23)[C:6](=[O:16])[C:7]1=[O:15]. The catalyst class is: 3.